The task is: Predict which catalyst facilitates the given reaction.. This data is from Catalyst prediction with 721,799 reactions and 888 catalyst types from USPTO. (1) Reactant: [CH3:1][NH:2][CH3:3].Cl.[CH3:5][N:6]([CH2:8][C:9]1([C:16]2[CH:21]=[CH:20][CH:19]=[CH:18][CH:17]=2)[CH2:14][CH2:13][C:12](=O)[CH2:11][CH2:10]1)[CH3:7].[C-:22]#[N:23].[K+]. Product: [CH3:1][N:2]([CH3:3])[C:12]1([C:22]#[N:23])[CH2:13][CH2:14][C:9]([CH2:8][N:6]([CH3:7])[CH3:5])([C:16]2[CH:21]=[CH:20][CH:19]=[CH:18][CH:17]=2)[CH2:10][CH2:11]1. The catalyst class is: 72. (2) Reactant: FC(F)(F)C(O)=O.C(Cl)(Cl)Cl.[Br:12][C:13]1[CH:14]=[C:15]([CH:19]([C:21]2[CH:26]=[CH:25][C:24]([O:27][CH2:28][CH3:29])=[CH:23][CH:22]=2)O)[CH:16]=[N:17][CH:18]=1.[SiH](CC)(CC)CC. Product: [Br:12][C:13]1[CH:18]=[N:17][CH:16]=[C:15]([CH2:19][C:21]2[CH:26]=[CH:25][C:24]([O:27][CH2:28][CH3:29])=[CH:23][CH:22]=2)[CH:14]=1. The catalyst class is: 6. (3) Reactant: C([N:14]1[CH2:19][CH2:18][O:17][CH2:16][C@@H:15]1[C@@H:20]([OH:49])[C@@H:21]([NH:31][C:32](=[O:48])[C:33]1[CH:47]=[CH:46][CH:45]=[C:35]([C:36]([N:38]([CH2:42][CH2:43][CH3:44])[CH2:39][CH2:40][CH3:41])=[O:37])[CH:34]=1)[CH2:22][C:23]1[CH:28]=[C:27]([F:29])[CH:26]=[C:25]([F:30])[CH:24]=1)(C1C=CC=CC=1)C1C=CC=CC=1.C(O)(=O)C. Product: [F:30][C:25]1[CH:24]=[C:23]([CH2:22][C@H:21]([NH:31][C:32](=[O:48])[C:33]2[CH:47]=[CH:46][CH:45]=[C:35]([C:36]([N:38]([CH2:39][CH2:40][CH3:41])[CH2:42][CH2:43][CH3:44])=[O:37])[CH:34]=2)[C@H:20]([OH:49])[C@H:15]2[CH2:16][O:17][CH2:18][CH2:19][NH:14]2)[CH:28]=[C:27]([F:29])[CH:26]=1. The catalyst class is: 19. (4) Reactant: [NH:1]([C:3]1[N:8]=[C:7]2[CH2:9][CH2:10][CH2:11][CH2:12][CH2:13][CH2:14][C:6]2=[CH:5][CH:4]=1)[NH2:2].[C:15](/[N:17]=[C:18](\OC1C=CC=CC=1)/[NH:19][C:20]1[CH:25]=[CH:24][C:23]([N:26]2[CH2:31][CH2:30][N:29]([CH3:32])[CH2:28][CH2:27]2)=[CH:22][CH:21]=1)#[N:16]. Product: [N:8]1[C:3]([N:1]2[C:15]([NH2:16])=[N:17][C:18]([NH:19][C:20]3[CH:21]=[CH:22][C:23]([N:26]4[CH2:27][CH2:28][N:29]([CH3:32])[CH2:30][CH2:31]4)=[CH:24][CH:25]=3)=[N:2]2)=[CH:4][CH:5]=[C:6]2[CH2:14][CH2:13][CH2:12][CH2:11][CH2:10][CH2:9][C:7]=12. The catalyst class is: 32.